Task: Predict the product of the given reaction.. Dataset: Forward reaction prediction with 1.9M reactions from USPTO patents (1976-2016) The product is: [F:1][C:2]1[C:10]([NH:11][S:12]([CH2:15][CH2:16][CH3:17])(=[O:13])=[O:14])=[CH:9][CH:8]=[C:7]([F:18])[C:3]=1[NH:21][C:24](=[O:51])[O:38][C:39]1[CH:40]=[CH:41][CH:42]=[CH:43][CH:44]=1. Given the reactants [F:1][C:2]1[C:10]([NH:11][S:12]([CH2:15][CH2:16][CH3:17])(=[O:14])=[O:13])=[CH:9][CH:8]=[C:7]([F:18])[C:3]=1C(O)=O.C([N:21]([CH2:24]C)CC)C.[CH:42]1[CH:43]=[CH:44][C:39]([O:38]P([O:38][C:39]2[CH:44]=[CH:43][CH:42]=[CH:41][CH:40]=2)(N=[N+]=[N-])=O)=[CH:40][CH:41]=1.C1([OH:51])C=CC=CC=1, predict the reaction product.